From a dataset of Peptide-MHC class I binding affinity with 185,985 pairs from IEDB/IMGT. Regression. Given a peptide amino acid sequence and an MHC pseudo amino acid sequence, predict their binding affinity value. This is MHC class I binding data. (1) The peptide sequence is YPEYNRAVKF. The MHC is HLA-B51:01 with pseudo-sequence HLA-B51:01. The binding affinity (normalized) is 0.376. (2) The peptide sequence is FSLGVLGMAL. The MHC is HLA-A02:06 with pseudo-sequence HLA-A02:06. The binding affinity (normalized) is 0.884. (3) The peptide sequence is DEQEFFYSQ. The MHC is HLA-A02:11 with pseudo-sequence HLA-A02:11. The binding affinity (normalized) is 0.0847.